Dataset: Catalyst prediction with 721,799 reactions and 888 catalyst types from USPTO. Task: Predict which catalyst facilitates the given reaction. (1) Reactant: N[C:2]1[CH:3]=[C:4]([CH:8]=[C:9]([C:11]([O:13][CH2:14][CH3:15])=[O:12])[CH:10]=1)[C:5]([OH:7])=[O:6].[CH2:16]=O.[BH3-][C:19]#[N:20].[Na+]. Product: [CH3:16][N:20]([CH3:19])[C:2]1[CH:3]=[C:4]([CH:8]=[C:9]([C:11]([O:13][CH2:14][CH3:15])=[O:12])[CH:10]=1)[C:5]([OH:7])=[O:6]. The catalyst class is: 31. (2) Reactant: [C:1]1([C:23]2[CH:28]=[CH:27][CH:26]=[CH:25][CH:24]=2)[CH:6]=[CH:5][C:4]([CH2:7][C@@H:8]([NH:15][C:16]([O:18][C:19]([CH3:22])([CH3:21])[CH3:20])=[O:17])[CH2:9][C@@H:10]([CH3:14])[C:11](O)=[O:12])=[CH:3][CH:2]=1.[CH3:29][S:30]([NH2:33])(=[O:32])=[O:31].CCN=C=NCCCN(C)C.Cl.ON1C2N=CC=CC=2N=N1.CCN(C(C)C)C(C)C. Product: [C:19]([O:18][C:16](=[O:17])[NH:15][C@H:8]([CH2:7][C:4]1[CH:5]=[CH:6][C:1]([C:23]2[CH:28]=[CH:27][CH:26]=[CH:25][CH:24]=2)=[CH:2][CH:3]=1)[CH2:9][C@@H:10]([CH3:14])[C:11]([NH:33][S:30]([CH3:29])(=[O:32])=[O:31])=[O:12])([CH3:22])([CH3:21])[CH3:20]. The catalyst class is: 3. (3) Reactant: [NH2:1][C@@H:2]([CH2:17][C:18]1[CH:23]=[CH:22][C:21]([C:24]2[N:29]=[CH:28][C:27]([C:30]3[CH:35]=[CH:34][C:33]([O:36][CH2:37][CH2:38][CH2:39][CH2:40][CH2:41][CH2:42][CH3:43])=[CH:32][CH:31]=3)=[CH:26][N:25]=2)=[CH:20][CH:19]=1)[C:3]([N:5]1[CH2:9][CH2:8][CH2:7][C@H:6]1[C:10]([O:12][C:13]([CH3:16])([CH3:15])[CH3:14])=[O:11])=[O:4].[C:44]([C:48]1[S:52][C:51]([C:53](O)=[O:54])=[CH:50][CH:49]=1)([CH3:47])([CH3:46])[CH3:45].CN(C(ON1N=NC2C=CC=NC1=2)=[N+](C)C)C.F[P-](F)(F)(F)(F)F. Product: [C:44]([C:48]1[S:52][C:51]([C:53]([NH:1][C@@H:2]([CH2:17][C:18]2[CH:23]=[CH:22][C:21]([C:24]3[N:29]=[CH:28][C:27]([C:30]4[CH:35]=[CH:34][C:33]([O:36][CH2:37][CH2:38][CH2:39][CH2:40][CH2:41][CH2:42][CH3:43])=[CH:32][CH:31]=4)=[CH:26][N:25]=3)=[CH:20][CH:19]=2)[C:3]([N:5]2[CH2:9][CH2:8][CH2:7][C@H:6]2[C:10]([O:12][C:13]([CH3:16])([CH3:15])[CH3:14])=[O:11])=[O:4])=[O:54])=[CH:50][CH:49]=1)([CH3:47])([CH3:45])[CH3:46]. The catalyst class is: 499. (4) Reactant: C(=O)([O-])[O-].[K+].[K+].[Cl:7][C:8]1[CH:15]=[C:14]([OH:16])[CH:13]=[CH:12][C:9]=1[C:10]#[N:11].[CH2:17](Br)[C:18]1[CH:23]=[CH:22][CH:21]=[CH:20][CH:19]=1. Product: [CH2:17]([O:16][C:14]1[CH:13]=[CH:12][C:9]([C:10]#[N:11])=[C:8]([Cl:7])[CH:15]=1)[C:18]1[CH:23]=[CH:22][CH:21]=[CH:20][CH:19]=1. The catalyst class is: 10. (5) Reactant: [CH3:1][O:2][C:3](=[O:33])[C:4]1[CH:9]=[CH:8][C:7]([CH2:10][NH:11][C:12]2[N:17]=[C:16]([C:18]3[CH:23]=[CH:22][C:21]([O:24]CC4C=CC=CC=4)=[C:20]([F:32])[CH:19]=3)[CH:15]=[CH:14][N:13]=2)=[CH:6][CH:5]=1. Product: [F:32][C:20]1[CH:19]=[C:18]([C:16]2[CH:15]=[CH:14][N:13]=[C:12]([NH:11][CH2:10][C:7]3[CH:8]=[CH:9][C:4]([C:3]([O:2][CH3:1])=[O:33])=[CH:5][CH:6]=3)[N:17]=2)[CH:23]=[CH:22][C:21]=1[OH:24]. The catalyst class is: 99. (6) Reactant: [Li+].CC([N-]C(C)C)C.[F:9][C:10]1[CH:17]=[CH:16][C:13]([C:14]#[N:15])=[C:12]([C:18]([F:21])([F:20])[F:19])[CH:11]=1.[I:22]I. Product: [F:9][C:10]1[CH:17]=[CH:16][C:13]([C:14]#[N:15])=[C:12]([C:18]([F:19])([F:20])[F:21])[C:11]=1[I:22]. The catalyst class is: 1. (7) Product: [CH3:32][N:7]([C:1]1[CH:2]=[CH:3][CH:4]=[CH:5][CH:6]=1)[C:8]([C:10]1[CH:11]=[N:12][C:13]2[C:18]([C:19]=1[C:20]1[CH:21]=[CH:22][CH:23]=[CH:24][CH:25]=1)=[CH:17][CH:16]=[CH:15][C:14]=2[C:26]([F:29])([F:27])[F:28])=[O:9]. The catalyst class is: 3. Reactant: [C:1]1([NH:7][C:8]([C:10]2[CH:11]=[N:12][C:13]3[C:18]([C:19]=2[C:20]2[CH:25]=[CH:24][CH:23]=[CH:22][CH:21]=2)=[CH:17][CH:16]=[CH:15][C:14]=3[C:26]([F:29])([F:28])[F:27])=[O:9])[CH:6]=[CH:5][CH:4]=[CH:3][CH:2]=1.[H-].[Na+].[CH3:32]I.